From a dataset of Forward reaction prediction with 1.9M reactions from USPTO patents (1976-2016). Predict the product of the given reaction. Given the reactants C(P1(=O)OP(CCC)(=O)OP(CCC)(=O)O1)CC.[I:19][C:20]1[CH:25]=[CH:24][CH:23]=[CH:22][C:21]=1[CH2:26][CH2:27][NH2:28].[CH3:29][O:30][C:31](=[O:37])[CH:32]([CH3:36])[C:33](O)=[O:34].CCN(CC)CC.[OH-].[Na+], predict the reaction product. The product is: [I:19][C:20]1[CH:25]=[CH:24][CH:23]=[CH:22][C:21]=1[CH2:26][CH2:27][NH:28][C:33](=[O:34])[CH:32]([CH3:36])[C:31]([O:30][CH3:29])=[O:37].